This data is from Forward reaction prediction with 1.9M reactions from USPTO patents (1976-2016). The task is: Predict the product of the given reaction. (1) Given the reactants [Cl:1][C:2]1[CH:21]=[CH:20][CH:19]=[C:18](Cl)[C:3]=1[C:4](/[C:6](=[CH:9]/[NH:10][CH:11]([CH2:15][CH2:16][CH3:17])[CH2:12][CH2:13][CH3:14])/[C:7]#[N:8])=[O:5].[H-].[Na+], predict the reaction product. The product is: [Cl:1][C:2]1[CH:21]=[CH:20][CH:19]=[C:18]2[C:3]=1[C:4](=[O:5])[C:6]([C:7]#[N:8])=[CH:9][N:10]2[CH:11]([CH2:15][CH2:16][CH3:17])[CH2:12][CH2:13][CH3:14]. (2) Given the reactants [CH:1]1[C:13]2[N:12]([C:14]3[CH:15]=[C:16]([NH:20][C:21]4[CH:26]=[CH:25][CH:24]=[C:23]([N:27]5[C:39]6[CH:38]=[CH:37][CH:36]=[CH:35][C:34]=6[C:33]6[C:28]5=[CH:29][CH:30]=[CH:31][CH:32]=6)[CH:22]=4)[CH:17]=[CH:18][CH:19]=3)[C:11]3[C:6](=[CH:7][CH:8]=[CH:9][CH:10]=3)[C:5]=2[CH:4]=[CH:3][CH:2]=1.Br[C:41]1[CH:46]=[CH:45][C:44]([C:47]2[CH:52]=[CH:51][C:50](Br)=[CH:49][CH:48]=2)=[CH:43][CH:42]=1.[CH3:54][C:55]([CH3:58])([O-])[CH3:56].[Na+].[C:60](P)([CH3:63])([CH3:62])[CH3:61], predict the reaction product. The product is: [CH:10]1[C:11]2[N:12]([C:14]3[CH:15]=[C:16]([N:20]([C:21]4[CH:26]=[CH:25][CH:24]=[C:23]([N:27]5[C:39]6[CH:38]=[CH:37][CH:36]=[CH:35][C:34]=6[C:33]6[C:28]5=[CH:29][CH:30]=[CH:31][CH:32]=6)[CH:22]=4)[C:41]4[CH:46]=[CH:45][C:44]([C:47]5[CH:52]=[CH:51][C:50]([N:20]([C:16]6[CH:17]=[CH:18][CH:19]=[C:14]([N:12]7[C:11]8[CH:10]=[CH:9][CH:8]=[CH:7][C:63]=8[C:60]8[C:62]7=[CH:5][CH:4]=[CH:3][CH:61]=8)[CH:15]=6)[C:21]6[CH:26]=[CH:25][CH:24]=[C:23]([N:27]7[C:28]8[CH:29]=[CH:30][CH:31]=[CH:32][C:58]=8[C:55]8[C:56]7=[CH:2][CH:1]=[CH:13][CH:54]=8)[CH:22]=6)=[CH:49][CH:48]=5)=[CH:43][CH:42]=4)[CH:17]=[CH:18][CH:19]=3)[C:13]3[C:5](=[CH:4][CH:3]=[CH:2][CH:1]=3)[C:6]=2[CH:7]=[CH:8][CH:9]=1. (3) Given the reactants Cl[C:2]1[N:7]=[C:6]([N:8]2[CH2:13][CH2:12][O:11][CH2:10][CH2:9]2)[N:5]=[C:4]([NH:14][C:15]2[S:16][CH:17]=[C:18]([C:20]3[CH:25]=[CH:24][CH:23]=[CH:22][CH:21]=3)[N:19]=2)[CH:3]=1.CC1(C)C(C)(C)OB([C:34]2[C:35]([C:41]([F:44])([F:43])[F:42])=[CH:36][C:37]([NH2:40])=[N:38][CH:39]=2)O1, predict the reaction product. The product is: [NH2:40][C:37]1[N:38]=[CH:39][C:34]([C:2]2[N:7]=[C:6]([N:8]3[CH2:13][CH2:12][O:11][CH2:10][CH2:9]3)[N:5]=[C:4]([NH:14][C:15]3[S:16][CH:17]=[C:18]([C:20]4[CH:25]=[CH:24][CH:23]=[CH:22][CH:21]=4)[N:19]=3)[CH:3]=2)=[C:35]([C:41]([F:44])([F:42])[F:43])[CH:36]=1. (4) Given the reactants [CH3:1][N:2]1[CH2:7][CH2:6][NH:5][CH2:4][CH2:3]1.Br[C:9]1[CH:10]=[N:11][C:12]([N:15]2[CH2:20][CH2:19][CH:18]([C:21]3[C:30]([CH:31]([F:42])[C:32]4[CH:37]=[CH:36][C:35]([C:38]([F:41])([F:40])[F:39])=[CH:34][CH:33]=4)=[C:29]([CH:43]4[CH2:48][CH2:47][C:46]([F:50])([F:49])[CH2:45][CH2:44]4)[C:28]4[CH:27]([O:51]CC5C=CC(OC)=CC=5)[CH2:26][C:25]([CH3:62])([CH3:61])[CH2:24][C:23]=4[N:22]=3)[CH2:17][CH2:16]2)=[N:13][CH:14]=1, predict the reaction product. The product is: [F:50][C:46]1([F:49])[CH2:47][CH2:48][CH:43]([C:29]2[C:28]3[CH:27]([OH:51])[CH2:26][C:25]([CH3:61])([CH3:62])[CH2:24][C:23]=3[N:22]=[C:21]([CH:18]3[CH2:19][CH2:20][N:15]([C:12]4[N:13]=[CH:14][C:9]([N:5]5[CH2:6][CH2:7][N:2]([CH3:1])[CH2:3][CH2:4]5)=[CH:10][N:11]=4)[CH2:16][CH2:17]3)[C:30]=2[CH:31]([F:42])[C:32]2[CH:33]=[CH:34][C:35]([C:38]([F:40])([F:41])[F:39])=[CH:36][CH:37]=2)[CH2:44][CH2:45]1.